Dataset: Catalyst prediction with 721,799 reactions and 888 catalyst types from USPTO. Task: Predict which catalyst facilitates the given reaction. (1) Reactant: [Cl:1][C:2]1[CH:18]=[C:17]([C:19]#[N:20])[CH:16]=[C:15]([Cl:21])[C:3]=1[C:4](Cl)=[N:5][C:6]1[C:11]([F:12])=[CH:10][N:9]=[CH:8][C:7]=1F.NC(N)=[S:24].N1C=CC=CC=1.CCN(CC)CC. Product: [Cl:1][C:2]1[CH:18]=[C:17]([CH:16]=[C:15]([Cl:21])[C:3]=1[C:4]1[S:24][C:7]2[CH:8]=[N:9][CH:10]=[C:11]([F:12])[C:6]=2[N:5]=1)[C:19]#[N:20]. The catalyst class is: 32. (2) Reactant: [CH2:1]([O:3][C:4]([C:6]1[C:14]2[C:13](=O)[CH:12](Br)[CH2:11][CH2:10][C:9]=2[N:8](C(OC(C)(C)C)=O)[CH:7]=1)=[O:5])[CH3:2].Cl.[C:25]([NH2:28])(=[NH:27])[CH3:26]. Product: [CH2:1]([O:3][C:4]([C:6]1[C:14]2[C:13]3[N:27]=[C:25]([CH3:26])[NH:28][C:12]=3[CH2:11][CH2:10][C:9]=2[NH:8][CH:7]=1)=[O:5])[CH3:2]. The catalyst class is: 12. (3) Reactant: C[CH:2]1[CH2:14][CH2:13][C:12]2[C:11]3[C:6](=[CH:7][CH:8]=[C:9]([C:15]([OH:17])=[O:16])[CH:10]=3)[NH:5][C:4]=2[C:3]1=[O:18].[C:19]([O-])(O)=O.[Na+]. Product: [O:18]=[C:3]1[C:4]2[NH:5][C:6]3[C:11](=[CH:10][C:9]([C:15]([O:17][CH3:19])=[O:16])=[CH:8][CH:7]=3)[C:12]=2[CH2:13][CH2:14][CH2:2]1. The catalyst class is: 24. (4) Reactant: FC(F)(F)C(O)=O.[Cl:8][C:9]1[CH:10]=[C:11]([CH:39]=[CH:40][C:41]=1[F:42])[NH:12][C:13]1[C:22]2[C:17](=[CH:18][C:19]([O:37][CH3:38])=[CH:20][C:21]=2[O:23][CH2:24][C@@H:25]2[CH2:29][CH2:28][CH2:27][N:26]2C(OC(C)(C)C)=O)[N:16]=[CH:15][N:14]=1.N. Product: [Cl:8][C:9]1[CH:10]=[C:11]([NH:12][C:13]2[C:22]3[C:17](=[CH:18][C:19]([O:37][CH3:38])=[CH:20][C:21]=3[O:23][CH2:24][C@@H:25]3[CH2:29][CH2:28][CH2:27][NH:26]3)[N:16]=[CH:15][N:14]=2)[CH:39]=[CH:40][C:41]=1[F:42]. The catalyst class is: 5. (5) Reactant: [Cl:1][C:2]1[C:22]([N+:23]([O-])=O)=[CH:21][C:5]2[CH2:6][C:7]([C:13]3[CH:18]=[C:17]([Cl:19])[CH:16]=[C:15]([Cl:20])[CH:14]=3)([C:9]([F:12])([F:11])[F:10])[O:8][C:4]=2[CH:3]=1.O.NN. Product: [Cl:1][C:2]1[C:22]([NH2:23])=[CH:21][C:5]2[CH2:6][C:7]([C:13]3[CH:14]=[C:15]([Cl:20])[CH:16]=[C:17]([Cl:19])[CH:18]=3)([C:9]([F:12])([F:10])[F:11])[O:8][C:4]=2[CH:3]=1. The catalyst class is: 94. (6) Reactant: [CH3:1][S:2]([N:5]1[CH2:9][C@H:8]([S:10][CH2:11][C:12]2[CH:17]=[CH:16][C:15]([O:18][CH3:19])=[CH:14][CH:13]=2)[CH2:7][C@H:6]1[CH2:20]OS(C)(=O)=O)(=[O:4])=[O:3].[Na+].[I-].[H-].[Na+].[NH4+].[Cl-]. Product: [CH2:11]([S:10][CH2:20][C@@H:6]1[CH2:7][C@@H:8]([S:10][CH2:11][C:12]2[CH:13]=[CH:14][C:15]([O:18][CH3:19])=[CH:16][CH:17]=2)[CH2:9][N:5]1[S:2]([CH3:1])(=[O:3])=[O:4])[C:12]1[CH:17]=[CH:16][CH:15]=[CH:14][CH:13]=1. The catalyst class is: 31.